Dataset: Forward reaction prediction with 1.9M reactions from USPTO patents (1976-2016). Task: Predict the product of the given reaction. (1) Given the reactants [O:1]=[C:2]1[C:20]2=[CH:21][CH:22]=[C:23]([NH:26][C:27]3[CH:32]=[CH:31][N:30]=[CH:29][N:28]=3)[C:24](=[O:25])[N:19]2[C:4]2([CH2:8][CH2:7][N:6](C(OCC3C=CC=CC=3)=O)[CH2:5]2)[NH:3]1, predict the reaction product. The product is: [N:30]1[CH:31]=[CH:32][C:27]([NH:26][C:23]2[C:24](=[O:25])[N:19]3[C:4]4([NH:3][C:2](=[O:1])[C:20]3=[CH:21][CH:22]=2)[CH2:8][CH2:7][NH:6][CH2:5]4)=[N:28][CH:29]=1. (2) The product is: [OH:1][C:2]1[N:10]=[C:9]2[C:5]([NH:6][CH:7]=[N:8]2)=[C:4]([NH:17][CH2:16][C:15]2[CH:18]=[CH:19][CH:20]=[C:13]([Cl:12])[CH:14]=2)[N:3]=1. Given the reactants [OH:1][C:2]1[N:10]=[C:9]2[C:5]([NH:6][CH:7]=[N:8]2)=[C:4](Cl)[N:3]=1.[Cl:12][C:13]1[CH:14]=[C:15]([CH:18]=[CH:19][CH:20]=1)[CH2:16][NH2:17].C(N(CC)CC)C, predict the reaction product. (3) Given the reactants [Cl:1][C:2]1[C:7]([OH:8])=[C:6]([F:9])[C:5]([CH3:10])=[CH:4][CH:3]=1.[Cl:11][C:12]1[N:17]=[C:16]([C:18]#[N:19])[CH:15]=[C:14]([N+]([O-])=O)[CH:13]=1, predict the reaction product. The product is: [Cl:11][C:12]1[N:17]=[C:16]([C:18]#[N:19])[CH:15]=[C:14]([O:8][C:7]2[C:2]([Cl:1])=[CH:3][CH:4]=[C:5]([CH3:10])[C:6]=2[F:9])[CH:13]=1. (4) Given the reactants [Br:1][C:2]1[CH:7]=[CH:6][C:5]([C:8]([F:11])([F:10])[F:9])=[CH:4][C:3]=1[S:12](Cl)(=[O:14])=[O:13].[NH2:16][C@@H:17]1[CH2:21][CH2:20][N:19]([C:22](OC(C)(C)C)=O)[CH2:18]1.C([N:31](CC)CC)C.CCN(C(C)C)C(C)C.BrC#N.C(O)C(N)(CO)CO, predict the reaction product. The product is: [Br:1][C:2]1[CH:7]=[CH:6][C:5]([C:8]([F:11])([F:10])[F:9])=[CH:4][C:3]=1[S:12]([NH:16][C@@H:17]1[CH2:21][CH2:20][N:19]([C:22]#[N:31])[CH2:18]1)(=[O:14])=[O:13]. (5) Given the reactants [CH3:1][C:2]1[C:10]2[C:9](=[O:11])[NH:8][C:7]([C:12]([O:14][CH2:15][CH3:16])=[O:13])=[N:6][C:5]=2[S:4][CH:3]=1.[Br:17]N1C(=O)CCC1=O.N(C(C)(C)C#N)=NC(C)(C)C#N, predict the reaction product. The product is: [Br:17][CH2:1][C:2]1[C:10]2[C:9](=[O:11])[NH:8][C:7]([C:12]([O:14][CH2:15][CH3:16])=[O:13])=[N:6][C:5]=2[S:4][CH:3]=1. (6) Given the reactants [Cl:1][C:2]1[C:7]([N:8]2[CH2:13][CH2:12][N:11]([CH:14]3[CH2:17][O:16][CH2:15]3)[CH:10]([CH2:18][F:19])[CH2:9]2)=[CH:6][C:5]([C:20]#[N:21])=[CH:4][C:3]=1[NH:22][C:23]1[N:28]=[C:27]([N:29]([CH:39]2[CH2:41][CH2:40]2)CC2C=CC(OC)=CC=2)[C:26]2=[N:42][CH:43]=[C:44]([C:45]#[N:46])[N:25]2[N:24]=1.C1(OC)C=CC=CC=1.C(O)(C(F)(F)F)=O, predict the reaction product. The product is: [Cl:1][C:2]1[C:7]([N:8]2[CH2:13][CH2:12][N:11]([CH:14]3[CH2:15][O:16][CH2:17]3)[CH:10]([CH2:18][F:19])[CH2:9]2)=[CH:6][C:5]([C:20]#[N:21])=[CH:4][C:3]=1[NH:22][C:23]1[N:28]=[C:27]([NH:29][CH:39]2[CH2:40][CH2:41]2)[C:26]2=[N:42][CH:43]=[C:44]([C:45]#[N:46])[N:25]2[N:24]=1. (7) Given the reactants CO[C:3]1[CH:4]=[C:5]2[C:10](=[CH:11][C:12]=1OC)[CH:9]=[N:8][CH2:7][CH2:6]2.[CH3:15]C1CC2C(=CC=CC=2)C=N1.CC1C2C(=CC=CC=2)CCN=1.C(C1C2C(=CC=CC=2)CCN=1)C1C=CC=CC=1.CC1(C)CC2C(=CC=CC=2)C=N1.C1C2C(=CC=CC=2)CCN=1.C(C1C=C2C(CCN=C2)=CC=1)(C)(C)C.CC1(C)C2C(=CC=CC=2)C=NC1.C1(C2C3C(=CC=CC=3)C=NC2)C=CC=CC=1.C(C1(C2C=CC=CC=2)C2C(=CC=CC=2)C=NC1)CCC, predict the reaction product. The product is: [CH3:15][C:12]1[CH:11]=[C:10]2[C:5]([CH2:6][CH2:7][N:8]=[CH:9]2)=[CH:4][CH:3]=1. (8) Given the reactants [CH3:1]C(C)([O-])C.[K+].CN(C)C=O.[N+:12]([C:15]1[CH:24]=[CH:23][CH:22]=[C:21]2[C:16]=1[CH:17]=[CH:18][O:19][C:20]2=[O:25])([O-:14])=[O:13].FC(F)(F)C(O)=O.C(=O)([O-])[O-].[K+].[K+].Cl, predict the reaction product. The product is: [CH3:1][C:24]1[C:15]([N+:12]([O-:14])=[O:13])=[C:16]2[C:21](=[CH:22][CH:23]=1)[C:20](=[O:25])[O:19][CH:18]=[CH:17]2.